From a dataset of Full USPTO retrosynthesis dataset with 1.9M reactions from patents (1976-2016). Predict the reactants needed to synthesize the given product. (1) Given the product [C:18]([C:22]1[N:26]=[C:25]([N:27]2[CH2:28][CH2:29][CH:30]([N:33]([CH:34]3[CH2:36][CH2:35]3)[C:14]([C:11]3[CH:10]=[C:9]([C:6]4[CH:7]=[CH:8][C:3]([C:1]#[N:2])=[CH:4][C:5]=4[F:17])[O:13][N:12]=3)=[O:16])[CH2:31][CH2:32]2)[O:24][N:23]=1)([CH3:21])([CH3:19])[CH3:20], predict the reactants needed to synthesize it. The reactants are: [C:1]([C:3]1[CH:8]=[CH:7][C:6]([C:9]2[O:13][N:12]=[C:11]([C:14]([OH:16])=O)[CH:10]=2)=[C:5]([F:17])[CH:4]=1)#[N:2].[C:18]([C:22]1[N:26]=[C:25]([N:27]2[CH2:32][CH2:31][CH:30]([NH:33][CH:34]3[CH2:36][CH2:35]3)[CH2:29][CH2:28]2)[O:24][N:23]=1)([CH3:21])([CH3:20])[CH3:19]. (2) Given the product [OH:16][CH2:15][C:9]1([C:6]2[CH:7]=[CH:8][C:3]([S:2][CH3:1])=[CH:4][CH:5]=2)[CH2:10][CH2:11][N:12]([C:18]2[C:19]3[N:20]([N:24]=[C:25]([NH:27][C:28]4[CH:44]=[CH:43][C:31]([C:32]([N:34]([CH3:42])[CH:35]5[CH2:36][CH2:37][N:38]([CH3:41])[CH2:39][CH2:40]5)=[O:33])=[CH:30][CH:29]=4)[N:26]=3)[CH:21]=[CH:22][CH:23]=2)[CH2:13][CH2:14]1, predict the reactants needed to synthesize it. The reactants are: [CH3:1][S:2][C:3]1[CH:8]=[CH:7][C:6]([C:9]2([CH2:15][OH:16])[CH2:14][CH2:13][NH:12][CH2:11][CH2:10]2)=[CH:5][CH:4]=1.Br[C:18]1[C:19]2[N:20]([N:24]=[C:25]([NH:27][C:28]3[CH:44]=[CH:43][C:31]([C:32]([N:34]([CH3:42])[CH:35]4[CH2:40][CH2:39][N:38]([CH3:41])[CH2:37][CH2:36]4)=[O:33])=[CH:30][CH:29]=3)[N:26]=2)[CH:21]=[CH:22][CH:23]=1.O. (3) The reactants are: C([O:8][C:9]([CH:11]1[CH2:16][CH2:15][CH:14]([N:17]([C:28](=[O:56])[CH2:29][CH2:30][C@H:31]([N:38]2[CH2:43][C:42]3[CH:44]=[C:45]([O:48][C:49]4[CH:54]=[CH:53][CH:52]=[CH:51][CH:50]=4)[N:46]=[CH:47][C:41]=3[N:40]=[C:39]2[NH2:55])[CH:32]2[CH2:37][CH2:36][O:35][CH2:34][CH2:33]2)[CH2:18][CH2:19][O:20][CH2:21][C:22]2[CH:27]=[CH:26][CH:25]=[CH:24][CH:23]=2)[CH2:13][CH2:12]1)=[O:10])C1C=CC=CC=1. Given the product [NH2:55][C:39]1[N:38]([C@H:31]([CH:32]2[CH2:37][CH2:36][O:35][CH2:34][CH2:33]2)[CH2:30][CH2:29][C:28]([N:17]([CH2:18][CH2:19][O:20][CH2:21][C:22]2[CH:23]=[CH:24][CH:25]=[CH:26][CH:27]=2)[C@@H:14]2[CH2:13][CH2:12][C@H:11]([C:9]([OH:10])=[O:8])[CH2:16][CH2:15]2)=[O:56])[CH2:43][C:42]2[CH:44]=[C:45]([O:48][C:49]3[CH:50]=[CH:51][CH:52]=[CH:53][CH:54]=3)[N:46]=[CH:47][C:41]=2[N:40]=1, predict the reactants needed to synthesize it. (4) The reactants are: F[C:2]1[CH:7]=[CH:6][C:5]([CH3:8])=[C:4]([N+:9]([O-:11])=[O:10])[CH:3]=1.[F:12][C:13]1[CH:18]=[CH:17][CH:16]=[CH:15][C:14]=1[OH:19].C(=O)([O-])[O-].[K+].[K+].O. Given the product [F:12][C:13]1[CH:18]=[CH:17][CH:16]=[CH:15][C:14]=1[O:19][C:2]1[CH:7]=[CH:6][C:5]([CH3:8])=[C:4]([N+:9]([O-:11])=[O:10])[CH:3]=1, predict the reactants needed to synthesize it. (5) Given the product [CH3:23][C:24]1[N:28]=[C:27]([CH:29]2[CH2:34][CH2:33][N:32]([C:20](=[O:22])/[CH:19]=[CH:18]/[C:9]3[CH:10]=[CH:11][C:12]([C:14]([F:15])([F:16])[F:17])=[CH:13][C:8]=3[CH2:7][N:5]3[N:4]=[N:3][C:2]([CH3:1])=[N:6]3)[CH2:31][CH2:30]2)[O:26][N:25]=1, predict the reactants needed to synthesize it. The reactants are: [CH3:1][C:2]1[N:3]=[N:4][N:5]([CH2:7][C:8]2[CH:13]=[C:12]([C:14]([F:17])([F:16])[F:15])[CH:11]=[CH:10][C:9]=2/[CH:18]=[CH:19]/[C:20]([OH:22])=O)[N:6]=1.[CH3:23][C:24]1[N:28]=[C:27]([CH:29]2[CH2:34][CH2:33][NH:32][CH2:31][CH2:30]2)[O:26][N:25]=1.CCN(C(C)C)C(C)C.C(P1(=O)OP(CCC)(=O)OP(CCC)(=O)O1)CC. (6) Given the product [CH3:24][O:23][CH2:22][CH2:21][O:12][C:10]1[CH:9]=[CH:8][C:6]2[N:7]=[C:2]([NH2:1])[N:3]=[N+:4]([O-:13])[C:5]=2[CH:11]=1, predict the reactants needed to synthesize it. The reactants are: [NH2:1][C:2]1[N:3]=[N+:4]([O-:13])[C:5]2[CH:11]=[C:10]([OH:12])[CH:9]=[CH:8][C:6]=2[N:7]=1.C([O-])([O-])=O.[K+].[K+].Br[CH2:21][CH2:22][O:23][CH3:24]. (7) Given the product [CH3:38][O:37][C:32]1[CH:33]=[CH:34][CH:35]=[CH:36][C:31]=1[CH2:30][O:29][CH2:28][CH2:27][CH2:26][O:25][C:22]1[CH:21]=[CH:20][C:19]([CH:18]2[CH2:17][CH2:16][NH:15][CH2:14][CH:13]2[O:12][CH2:11][C:10]2[CH:9]=[CH:8][C:4]([C:5]([OH:7])=[O:6])=[C:3]([O:39][CH2:40][CH2:41][CH2:42][O:43][CH3:44])[CH:2]=2)=[CH:24][CH:23]=1, predict the reactants needed to synthesize it. The reactants are: C[C:2]1[C:3]([O:39][CH2:40][CH2:41][CH2:42][O:43][CH3:44])=[C:4]([CH:8]=[CH:9][C:10]=1[CH2:11][O:12][CH:13]1[CH:18]([C:19]2[CH:24]=[CH:23][C:22]([O:25][CH2:26][CH2:27][CH2:28][O:29][CH2:30][C:31]3[CH:36]=[CH:35][CH:34]=[CH:33][C:32]=3[O:37][CH3:38])=[CH:21][CH:20]=2)[CH2:17][CH2:16][NH:15][CH2:14]1)[C:5]([OH:7])=[O:6].[OH-].[Na+].Cl.